From a dataset of Catalyst prediction with 721,799 reactions and 888 catalyst types from USPTO. Predict which catalyst facilitates the given reaction. (1) The catalyst class is: 5. Reactant: Cl[C:2]1[CH:7]=[CH:6][N:5]=[C:4]2[CH:8]=[C:9]([C:11]([N:13]3[CH2:17][CH2:16][CH2:15][C@H:14]3[CH2:18][OH:19])=[O:12])[S:10][C:3]=12.[CH2:20]([NH:23][C:24]([C:26]1[C:34]2[C:29](=[CH:30][C:31]([OH:35])=[CH:32][CH:33]=2)[N:28]([CH3:36])[C:27]=1[CH3:37])=[O:25])[CH2:21][CH3:22].C([O-])([O-])=O.[Cs+].[Cs+]. Product: [CH2:20]([NH:23][C:24]([C:26]1[C:34]2[C:29](=[CH:30][C:31]([O:35][C:2]3[CH:7]=[CH:6][N:5]=[C:4]4[CH:8]=[C:9]([C:11]([N:13]5[CH2:17][CH2:16][CH2:15][C@H:14]5[CH2:18][OH:19])=[O:12])[S:10][C:3]=34)=[CH:32][CH:33]=2)[N:28]([CH3:36])[C:27]=1[CH3:37])=[O:25])[CH2:21][CH3:22]. (2) Product: [CH3:1][C:2]1[C:3]([CH2:4][OH:5])=[C:9]([CH3:13])[CH:10]=[CH:11][N:12]=1. Reactant: [CH3:1][C:2]1[N:12]=[CH:11][CH:10]=[C:9]([CH3:13])[C:3]=1[C:4](OCC)=[O:5].[H-].[Al+3].[Li+].[H-].[H-].[H-]. The catalyst class is: 7. (3) Reactant: [C:1]([O:5][C:6]([N:8]1[CH2:13][CH2:12][N:11]([C:14]([C:16]2[C:17]3[C:31]([C:32]#[C:33][CH:34]4[CH2:39][CH2:38][CH2:37][CH2:36][CH2:35]4)=[N:30][N:29]([CH:40]4[CH2:45][CH2:44][CH2:43][CH2:42][O:41]4)[C:18]=3[N:19]=[C:20]([C:22]3[CH:27]=[CH:26][C:25]([OH:28])=[CH:24][CH:23]=3)[CH:21]=2)=[O:15])[CH2:10][CH2:9]1)=[O:7])([CH3:4])([CH3:3])[CH3:2]. Product: [C:1]([O:5][C:6]([N:8]1[CH2:9][CH2:10][N:11]([C:14]([C:16]2[C:17]3[C:31]([CH2:32][CH2:33][CH:34]4[CH2:35][CH2:36][CH2:37][CH2:38][CH2:39]4)=[N:30][N:29]([CH:40]4[CH2:45][CH2:44][CH2:43][CH2:42][O:41]4)[C:18]=3[N:19]=[C:20]([C:22]3[CH:23]=[CH:24][C:25]([OH:28])=[CH:26][CH:27]=3)[CH:21]=2)=[O:15])[CH2:12][CH2:13]1)=[O:7])([CH3:4])([CH3:2])[CH3:3]. The catalyst class is: 19. (4) Reactant: [CH3:1][O:2][C:3]([C:5]1([CH:13]=O)[CH2:8][CH:7]([CH2:9][CH2:10][CH2:11][CH3:12])[CH2:6]1)=[O:4].C([O-])(=O)C.[Na+].Cl.[CH2:21]([O:28][NH2:29])[C:22]1[CH:27]=[CH:26][CH:25]=[CH:24][CH:23]=1. Product: [CH3:1][O:2][C:3]([C:5]1([CH:13]=[N:29][O:28][CH2:21][C:22]2[CH:27]=[CH:26][CH:25]=[CH:24][CH:23]=2)[CH2:6][CH:7]([CH2:9][CH2:10][CH2:11][CH3:12])[CH2:8]1)=[O:4]. The catalyst class is: 5. (5) Reactant: [Cl:1][C:2]1[C:12]2[CH2:11][CH2:10][CH2:9][C:8]([C:13]3[CH:18]=[CH:17][C:16]([F:19])=[C:15]([OH:20])[CH:14]=3)=[C:7]([CH2:21][CH2:22][CH2:23][CH2:24][CH2:25][CH2:26]O)[C:6]=2[CH:5]=[CH:4][C:3]=1[OH:28].C(Br)(Br)(Br)[Br:30].C1(P(C2C=CC=CC=2)C2C=CC=CC=2)C=CC=CC=1. Product: [Br:30][CH2:26][CH2:25][CH2:24][CH2:23][CH2:22][CH2:21][C:7]1[C:6]2[CH:5]=[CH:4][C:3]([OH:28])=[C:2]([Cl:1])[C:12]=2[CH2:11][CH2:10][CH2:9][C:8]=1[C:13]1[CH:18]=[CH:17][C:16]([F:19])=[C:15]([OH:20])[CH:14]=1. The catalyst class is: 1.